Dataset: Reaction yield outcomes from USPTO patents with 853,638 reactions. Task: Predict the reaction yield, written as a fraction of the theoretical maximum amount of product (1.0 means a 100% yield; for example, 0.34 means a 34% yield). (1) The reactants are [CH3:1][C:2]1[N:29]=[C:5]2[NH:6][C:7](=[O:28])[C:8]([CH2:13][C:14]3[CH:19]=[CH:18][C:17]([C:20]4[C:21]([C:26]#[N:27])=[CH:22][CH:23]=[CH:24][CH:25]=4)=[CH:16][CH:15]=3)=[C:9]([CH2:10][CH2:11][CH3:12])[N:4]2[N:3]=1.[C:30]1([C:36]2([CH2:39]O)[CH2:38][CH2:37]2)[CH:35]=[CH:34][CH:33]=[CH:32][CH:31]=1.C(P(CCCC)CCCC)CCC.N(C(N1CCCCC1)=O)=NC(N1CCCCC1)=O. The catalyst is C1COCC1.C(OCC)(=O)C. The product is [CH3:1][C:2]1[N:29]=[C:5]2[N:6]([CH2:39][C:36]3([C:30]4[CH:35]=[CH:34][CH:33]=[CH:32][CH:31]=4)[CH2:38][CH2:37]3)[C:7](=[O:28])[C:8]([CH2:13][C:14]3[CH:19]=[CH:18][C:17]([C:20]4[C:21]([C:26]#[N:27])=[CH:22][CH:23]=[CH:24][CH:25]=4)=[CH:16][CH:15]=3)=[C:9]([CH2:10][CH2:11][CH3:12])[N:4]2[N:3]=1. The yield is 0.210. (2) The reactants are [Cl:1][C:2]1[N:7]=[CH:6][N:5]=[C:4]([NH2:8])[CH:3]=1.[Cl:9][C:10]1[CH:15]=[CH:14][CH:13]=[CH:12][C:11]=1[N:16]=[C:17]=[O:18]. The catalyst is C1COCC1. The product is [Cl:9][C:10]1[CH:15]=[CH:14][CH:13]=[CH:12][C:11]=1[NH:16][C:17]([NH:8][C:4]1[CH:3]=[C:2]([Cl:1])[N:7]=[CH:6][N:5]=1)=[O:18]. The yield is 0.860. (3) The reactants are [F:1][C:2]1[CH:11]=[CH:10][C:9]([O:12][CH2:13][CH2:14][CH3:15])=[C:8]2[C:3]=1[C:4](=[O:17])[C:5](I)=[CH:6][NH:7]2.[N:18]1[CH:23]=[CH:22][CH:21]=[C:20](B(O)O)[CH:19]=1.C(=O)([O-])[O-].[Na+].[Na+].O. The catalyst is COCCOC.C1C=CC(P(C2C=CC=CC=2)[C-]2C=CC=C2)=CC=1.C1C=CC(P(C2C=CC=CC=2)[C-]2C=CC=C2)=CC=1.Cl[Pd]Cl.[Fe+2].ClCCl. The product is [F:1][C:2]1[CH:11]=[CH:10][C:9]([O:12][CH2:13][CH2:14][CH3:15])=[C:8]2[C:3]=1[C:4](=[O:17])[C:5]([C:20]1[CH:19]=[N:18][CH:23]=[CH:22][CH:21]=1)=[CH:6][NH:7]2. The yield is 0.360. (4) The reactants are [Br:1][C:2]([F:9])([F:8])[C:3](OCC)=[O:4].[NH:10]([CH3:12])[CH3:11]. The catalyst is C1COCC1. The product is [Br:1][C:2]([F:9])([F:8])[C:3]([N:10]([CH3:12])[CH3:11])=[O:4]. The yield is 0.930.